Dataset: Reaction yield outcomes from USPTO patents with 853,638 reactions. Task: Predict the reaction yield, written as a fraction of the theoretical maximum amount of product (1.0 means a 100% yield; for example, 0.34 means a 34% yield). (1) The reactants are [N:1]1([CH2:7][CH2:8][OH:9])[CH2:6][CH2:5][CH2:4][CH2:3][CH2:2]1.[OH-].[K+].F[C:13]1[CH:18]=[CH:17][C:16]([N+:19]([O-:21])=[O:20])=[C:15]([O:22][CH3:23])[CH:14]=1. The catalyst is CCCCCCCC[N+](CCCCCCCC)(CCCCCCCC)C.[Cl-]. The product is [CH3:23][O:22][C:15]1[CH:14]=[C:13]([CH:18]=[CH:17][C:16]=1[N+:19]([O-:21])=[O:20])[O:9][CH2:8][CH2:7][N:1]1[CH2:6][CH2:5][CH2:4][CH2:3][CH2:2]1. The yield is 0.490. (2) The reactants are [NH2:1][C:2]1[N:7]=[C:6]([C:8]2[CH:13]=[CH:12][C:11]([OH:14])=[CH:10][C:9]=2[CH:15]2[CH2:18][CH2:17][CH2:16]2)[CH:5]=[CH:4][CH:3]=1.[CH3:19][N:20]([CH3:24])[CH2:21][CH2:22]Cl. No catalyst specified. The product is [CH:15]1([C:9]2[CH:10]=[C:11]([O:14][CH2:22][CH2:21][N:20]([CH3:24])[CH3:19])[CH:12]=[CH:13][C:8]=2[C:6]2[N:7]=[C:2]([NH2:1])[CH:3]=[CH:4][CH:5]=2)[CH2:18][CH2:17][CH2:16]1. The yield is 0.770. (3) The reactants are [CH3:1][O:2][C:3]1[C:4]([N+:21]([O-:23])=[O:22])=[CH:5][C:6]2[CH:12]([CH3:13])[CH2:11][N:10](C(=O)C(F)(F)F)[CH2:9][CH2:8][C:7]=2[N:20]=1.C([O-])([O-])=O.[K+].[K+].CO. The catalyst is O. The product is [CH3:1][O:2][C:3]1[C:4]([N+:21]([O-:23])=[O:22])=[CH:5][C:6]2[CH:12]([CH3:13])[CH2:11][NH:10][CH2:9][CH2:8][C:7]=2[N:20]=1. The yield is 0.990.